From a dataset of Reaction yield outcomes from USPTO patents with 853,638 reactions. Predict the reaction yield, written as a fraction of the theoretical maximum amount of product (1.0 means a 100% yield; for example, 0.34 means a 34% yield). (1) The reactants are [Br:1][C:2]1[CH:11]=[C:10]2[C:5]([N:6]=[CH:7][C:8](=O)[NH:9]2)=[CH:4][CH:3]=1.P(Cl)(Cl)([Cl:15])=O. No catalyst specified. The product is [Br:1][C:2]1[CH:11]=[C:10]2[C:5]([N:6]=[CH:7][C:8]([Cl:15])=[N:9]2)=[CH:4][CH:3]=1. The yield is 0.550. (2) The reactants are CN(C(ON1N=N[C:11]2[CH:12]=[CH:13][CH:14]=N[C:10]1=2)=[N+](C)C)C.F[P-](F)(F)(F)(F)F.Cl.[NH2:26][C:27]1[C:28](=[O:41])[N:29]([CH2:38][CH2:39][CH3:40])[C:30](=[O:37])[N:31]([CH2:34][CH2:35][CH3:36])[C:32]=1[NH2:33].CCN(C(C)C)[CH:45]([CH3:47])[CH3:46].CN(C=[O:55])C. No catalyst specified. The product is [CH:45]12[O:55][CH:13]([CH:14]=[CH:47]1)[CH2:12][CH:11]([C:10]1[NH:26][C:27]3[C:28](=[O:41])[N:29]([CH2:38][CH2:39][CH3:40])[C:30](=[O:37])[N:31]([CH2:34][CH2:35][CH3:36])[C:32]=3[N:33]=1)[CH2:46]2. The yield is 0.740. (3) The reactants are [Si]([O:8][C:9]1[C:17]2[N:16]=[C:15]([CH:18]([F:20])[F:19])[N:14]([C:21]3[N:26]=[C:25]([N:27]4[CH2:32][CH2:31][O:30][CH2:29][CH2:28]4)[N:24]=[C:23]([N:33]4[CH2:38][CH2:37][N:36]([C:39]([O:41][C:42]([CH3:45])([CH3:44])[CH3:43])=[O:40])[CH2:35][CH2:34]4)[N:22]=3)[C:13]=2[CH:12]=[CH:11][CH:10]=1)(C(C)(C)C)(C)C.[F-].C([N+](CCCC)(CCCC)CCCC)CCC. The catalyst is C1COCC1. The product is [F:20][CH:18]([F:19])[C:15]1[N:14]([C:21]2[N:26]=[C:25]([N:27]3[CH2:28][CH2:29][O:30][CH2:31][CH2:32]3)[N:24]=[C:23]([N:33]3[CH2:38][CH2:37][N:36]([C:39]([O:41][C:42]([CH3:45])([CH3:43])[CH3:44])=[O:40])[CH2:35][CH2:34]3)[N:22]=2)[C:13]2[CH:12]=[CH:11][CH:10]=[C:9]([OH:8])[C:17]=2[N:16]=1. The yield is 1.00. (4) The reactants are [C:1]1([P:7]([C:14]2[CH:19]=[CH:18][CH:17]=[CH:16][CH:15]=2)[C:8]2[CH:13]=[CH:12][CH:11]=[CH:10][CH:9]=2)[CH:6]=[CH:5][CH:4]=[CH:3][CH:2]=1.Br[CH:21]([CH3:27])[C:22]([O:24][CH2:25][CH3:26])=[O:23]. The catalyst is C(OCC)(=O)C. The product is [CH2:25]([O:24][C:22](=[O:23])[C:21](=[P:7]([C:1]1[CH:2]=[CH:3][CH:4]=[CH:5][CH:6]=1)([C:8]1[CH:13]=[CH:12][CH:11]=[CH:10][CH:9]=1)[C:14]1[CH:15]=[CH:16][CH:17]=[CH:18][CH:19]=1)[CH3:27])[CH3:26]. The yield is 0.750. (5) The reactants are [CH3:1][C:2]([CH2:4][OH:5])=[CH2:3].OO.C(=O)([O-])[O-:9].[K+].[K+].[Cl:14][C:15]1[CH:20]=[CH:19][C:18]([OH:21])=[CH:17][CH:16]=1. The catalyst is O.O.[O-][W]([O-])(=O)=O.[Na+].[Na+].C1(C)C=CC=CC=1. The product is [Cl:14][C:15]1[CH:20]=[CH:19][C:18]([O:21][CH2:3][C:2]([CH3:1])([OH:9])[CH2:4][OH:5])=[CH:17][CH:16]=1. The yield is 0.680. (6) The reactants are [CH2:1]([O:3][C:4]1[CH:5]=[C:6]([CH:12]([NH2:18])[CH2:13][S:14]([CH3:17])(=[O:16])=[O:15])[CH:7]=[CH:8][C:9]=1[O:10][CH3:11])[CH3:2].[C:19]([NH:22][C@H:23]([C:28]([OH:30])=[O:29])[CH2:24][CH:25]([CH3:27])[CH3:26])(=[O:21])[CH3:20]. The catalyst is CO. The product is [C:19]([NH:22][C@H:23]([C:28]([OH:30])=[O:29])[CH2:24][CH:25]([CH3:26])[CH3:27])(=[O:21])[CH3:20].[CH2:1]([O:3][C:4]1[CH:5]=[C:6]([C@H:12]([NH2:18])[CH2:13][S:14]([CH3:17])(=[O:16])=[O:15])[CH:7]=[CH:8][C:9]=1[O:10][CH3:11])[CH3:2]. The yield is 0.900.